This data is from Ames mutagenicity test results for genotoxicity prediction. The task is: Regression/Classification. Given a drug SMILES string, predict its toxicity properties. Task type varies by dataset: regression for continuous values (e.g., LD50, hERG inhibition percentage) or binary classification for toxic/non-toxic outcomes (e.g., AMES mutagenicity, cardiotoxicity, hepatotoxicity). Dataset: ames. (1) The molecule is ClCc1ccccn1. The result is 1 (mutagenic). (2) The drug is Cn1c(=O)c2c(ncn2C)n(C)c1=O. The result is 0 (non-mutagenic).